From a dataset of Forward reaction prediction with 1.9M reactions from USPTO patents (1976-2016). Predict the product of the given reaction. (1) Given the reactants [N:1]1[CH:6]=[CH:5][CH:4]=[CH:3][C:2]=1[C:7](=[S:9])[NH2:8].C([O:12][C:13](=O)[CH:14](Br)[CH2:15][CH3:16])C.N1C=CC=CC=1.C(OCC)(=O)C.CCCCCC, predict the reaction product. The product is: [CH2:15]([C:14]1[S:9][C:7]([C:2]2[CH:3]=[CH:4][CH:5]=[CH:6][N:1]=2)=[N:8][C:13]=1[OH:12])[CH3:16]. (2) Given the reactants [NH2:1][CH2:2][C@@H:3]([NH:12][S@](C(C)(C)C)=O)[C:4]1[CH:9]=[C:8]([F:10])[CH:7]=[C:6]([Br:11])[CH:5]=1.Cl[C:20]([O:22][CH3:23])=[O:21].Cl, predict the reaction product. The product is: [NH2:12][C@@H:3]([C:4]1[CH:9]=[C:8]([F:10])[CH:7]=[C:6]([Br:11])[CH:5]=1)[CH2:2][NH:1][C:20](=[O:21])[O:22][CH3:23]. (3) Given the reactants [Cl-].[Cl-].[Ca+2].[CH3:4][O:5][C:6]1[CH:15]=[C:14]2[C:9]([C:10](=O)[CH:11]=[CH:12][NH:13]2)=[N:8][CH:7]=1.O=P(Cl)(Cl)[Cl:19], predict the reaction product. The product is: [Cl:19][C:10]1[CH:11]=[CH:12][N:13]=[C:14]2[C:9]=1[N:8]=[CH:7][C:6]([O:5][CH3:4])=[CH:15]2. (4) Given the reactants CN(C)C(=O)C.[N:7]1[C:12]2[NH:13][CH:14]=[CH:15][C:11]=2[C:10]([NH2:16])=[N:9][CH:8]=1.[C:17]1(=O)[O:22][C:20](=[O:21])[C:19]2=[CH:23][CH:24]=[CH:25][CH:26]=[C:18]12, predict the reaction product. The product is: [C:17]1(=[O:22])[N:16]([C:10]2[C:11]3[CH:15]=[CH:14][NH:13][C:12]=3[N:7]=[CH:8][N:9]=2)[C:20](=[O:21])[C:19]2=[CH:23][CH:24]=[CH:25][CH:26]=[C:18]12. (5) Given the reactants [Br:1][C:2]1[CH:3]=[CH:4][C:5]([C:8]([N:10]2[CH2:15][CH2:14][C:13](=[O:16])[CH2:12][CH2:11]2)=[O:9])=[N:6][CH:7]=1.[CH3:17][Mg]Br, predict the reaction product. The product is: [Br:1][C:2]1[CH:3]=[CH:4][C:5]([C:8]([N:10]2[CH2:11][CH2:12][C:13]([OH:16])([CH3:17])[CH2:14][CH2:15]2)=[O:9])=[N:6][CH:7]=1.